This data is from Full USPTO retrosynthesis dataset with 1.9M reactions from patents (1976-2016). The task is: Predict the reactants needed to synthesize the given product. (1) Given the product [CH3:1][O:2][C:3](=[O:34])[N:4]=[C:5]([S:32][CH3:33])[C:6]([C:20]1[CH:25]=[C:24]([O:26][CH3:27])[C:23]([O:28][CH3:29])=[C:22]([CH2:30][C:56]#[N:57])[CH:21]=1)=[N:7][C:8]1[CH:9]=[CH:10][C:11]([C:14]2[N:18]=[C:17]([CH3:19])[O:16][N:15]=2)=[CH:12][CH:13]=1, predict the reactants needed to synthesize it. The reactants are: [CH3:1][O:2][C:3](=[O:34])[N:4]=[C:5]([S:32][CH3:33])[C:6]([C:20]1[CH:25]=[C:24]([O:26][CH3:27])[C:23]([O:28][CH3:29])=[C:22]([CH2:30]O)[CH:21]=1)=[N:7][C:8]1[CH:13]=[CH:12][C:11]([C:14]2[N:18]=[C:17]([CH3:19])[O:16][N:15]=2)=[CH:10][CH:9]=1.C1(P(C2C=CC=CC=2)C2C=CC=CC=2)C=CC=CC=1.CC(C)(O)[C:56]#[N:57].N(C(OC(C)C)=O)=NC(OC(C)C)=O.CC(OC(/N=N/C(OC(C)C)=O)=O)C. (2) Given the product [Cl:23][C:24]1[CH:29]=[CH:28][C:27]([CH2:30][S:31]([NH:34][C:20]([CH:18]2[CH2:17][N:16]([C:4]3[C:3]([C:1]#[N:2])=[CH:8][C:7]([C:9]([O:11][CH2:12][CH3:13])=[O:10])=[C:6]([O:14][CH3:15])[N:5]=3)[CH2:19]2)=[O:21])(=[O:32])=[O:33])=[CH:26][CH:25]=1, predict the reactants needed to synthesize it. The reactants are: [C:1]([C:3]1[C:4]([N:16]2[CH2:19][CH:18]([C:20](O)=[O:21])[CH2:17]2)=[N:5][C:6]([O:14][CH3:15])=[C:7]([C:9]([O:11][CH2:12][CH3:13])=[O:10])[CH:8]=1)#[N:2].[Cl:23][C:24]1[CH:29]=[CH:28][C:27]([CH2:30][S:31]([NH2:34])(=[O:33])=[O:32])=[CH:26][CH:25]=1. (3) Given the product [BrH:17].[C:21]1([C:19]2[N:15]=[C:14]([CH:11]3[CH2:10][CH2:9][NH:8][CH2:13][CH2:12]3)[S:16][CH:18]=2)[CH:26]=[CH:25][CH:24]=[CH:23][CH:22]=1, predict the reactants needed to synthesize it. The reactants are: C(OC([N:8]1[CH2:13][CH2:12][CH:11]([C:14](=[S:16])[NH2:15])[CH2:10][CH2:9]1)=O)(C)(C)C.[Br:17][CH2:18][C:19]([C:21]1[CH:26]=[CH:25][CH:24]=[CH:23][CH:22]=1)=O. (4) Given the product [CH3:1][C:2]1[CH:7]=[C:6]([CH3:8])[NH:5][C:4](=[O:9])[C:3]=1[CH2:10][NH:11][C:12]([C:14]1[CH:15]=[C:16]([C:30]2[CH:35]=[CH:34][C:33]([CH2:36][N:37]3[CH2:38][CH2:39][O:40][CH2:41][CH2:42]3)=[CH:32][CH:31]=2)[CH:17]=[C:18]([N:21]([CH2:28][CH3:29])[CH:22]2[CH2:27][CH2:26][S:25](=[O:51])[CH2:24][CH2:23]2)[C:19]=1[CH3:20])=[O:13], predict the reactants needed to synthesize it. The reactants are: [CH3:1][C:2]1[CH:7]=[C:6]([CH3:8])[NH:5][C:4](=[O:9])[C:3]=1[CH2:10][NH:11][C:12]([C:14]1[CH:15]=[C:16]([C:30]2[CH:35]=[CH:34][C:33]([CH2:36][N:37]3[CH2:42][CH2:41][O:40][CH2:39][CH2:38]3)=[CH:32][CH:31]=2)[CH:17]=[C:18]([N:21]([CH2:28][CH3:29])[CH:22]2[CH2:27][CH2:26][S:25][CH2:24][CH2:23]2)[C:19]=1[CH3:20])=[O:13].C1C=C(Cl)C=C(C(OO)=[O:51])C=1. (5) Given the product [OH:18][B:19]1[C:23]2[CH:24]=[C:25]([O:28][C:29]3[CH:30]=[CH:31][CH:32]=[CH:33][CH:34]=3)[CH:26]=[CH:27][C:22]=2[CH:21]([CH2:35][S:36]([NH:39][C:1](=[O:5])[CH2:2][CH3:3])(=[O:37])=[O:38])[O:20]1, predict the reactants needed to synthesize it. The reactants are: [C:1]([OH:5])(=O)[CH2:2][CH3:3].C(N1C=CN=C1)(N1C=CN=C1)=O.[OH:18][B:19]1[C:23]2[CH:24]=[C:25]([O:28][C:29]3[CH:34]=[CH:33][CH:32]=[CH:31][CH:30]=3)[CH:26]=[CH:27][C:22]=2[CH:21]([CH2:35][S:36]([NH2:39])(=[O:38])=[O:37])[O:20]1.N12CCCN=C1CCCCC2.